This data is from Reaction yield outcomes from USPTO patents with 853,638 reactions. The task is: Predict the reaction yield, written as a fraction of the theoretical maximum amount of product (1.0 means a 100% yield; for example, 0.34 means a 34% yield). (1) The reactants are [CH:1]1([O:6][C:7]2[CH:12]=[C:11]([N+:13]([O-])=O)[CH:10]=[CH:9][C:8]=2[O:16][CH3:17])[CH2:5][CH2:4][CH2:3][CH2:2]1. The catalyst is C(O)C.[Pd]. The product is [CH:1]1([O:6][C:7]2[CH:12]=[C:11]([CH:10]=[CH:9][C:8]=2[O:16][CH3:17])[NH2:13])[CH2:2][CH2:3][CH2:4][CH2:5]1. The yield is 0.950. (2) The reactants are Cl.Cl.[C:3]([C:7]1[O:11][N:10]=[C:9]([NH:12][C:13]([NH:15][C:16]2[CH:21]=[CH:20][CH:19]=[C:18]([O:22][C:23]3[C:32]4[C:27](=[CH:28][C:29]([O:35][C@@H:36]5[CH2:40][CH2:39][NH:38][CH2:37]5)=[C:30]([O:33][CH3:34])[CH:31]=4)[N:26]=[CH:25][N:24]=3)[CH:17]=2)=[O:14])[CH:8]=1)([CH3:6])([CH3:5])[CH3:4].C=O.Cl[CH2:44]CCl.[C:47]([O:50][BH-]([O:50][C:47](=[O:49])[CH3:48])[O:50][C:47](=[O:49])[CH3:48])(=[O:49])[CH3:48].[Na+]. The catalyst is O.CN(C)C=O. The product is [C:47]([OH:50])(=[O:49])[CH3:48].[C:3]([C:7]1[O:11][N:10]=[C:9]([NH:12][C:13]([NH:15][C:16]2[CH:21]=[CH:20][CH:19]=[C:18]([O:22][C:23]3[C:32]4[C:27](=[CH:28][C:29]([O:35][C@@H:36]5[CH2:40][CH2:39][N:38]([CH3:44])[CH2:37]5)=[C:30]([O:33][CH3:34])[CH:31]=4)[N:26]=[CH:25][N:24]=3)[CH:17]=2)=[O:14])[CH:8]=1)([CH3:6])([CH3:4])[CH3:5]. The yield is 0.380. (3) The reactants are [CH3:1][O:2][C:3](=[O:16])[C:4]1[CH:9]=[CH:8][C:7](I)=[C:6]([O:11][CH2:12][C:13]([CH3:15])=[CH2:14])[CH:5]=1.C(=O)([O-])[O-].[K+].[K+].[Cl:23][C:24]1[CH:29]=[CH:28][C:27](B(O)O)=[CH:26][CH:25]=1. The catalyst is CN(C=O)C.[Cl-].C([N+](CCCC)(CCCC)CCCC)CCC.C([O-])(=O)C.[Pd+2].C([O-])(=O)C. The product is [CH3:1][O:2][C:3]([C:4]1[CH:9]=[CH:8][C:7]2[C:13]([CH2:15][C:27]3[CH:28]=[CH:29][C:24]([Cl:23])=[CH:25][CH:26]=3)([CH3:14])[CH2:12][O:11][C:6]=2[CH:5]=1)=[O:16]. The yield is 0.370.